Dataset: Peptide-MHC class I binding affinity with 185,985 pairs from IEDB/IMGT. Task: Regression. Given a peptide amino acid sequence and an MHC pseudo amino acid sequence, predict their binding affinity value. This is MHC class I binding data. (1) The peptide sequence is HIMPNSFRV. The MHC is HLA-B40:01 with pseudo-sequence HLA-B40:01. The binding affinity (normalized) is 0.0847. (2) The peptide sequence is CTEETKRNI. The MHC is HLA-A02:02 with pseudo-sequence HLA-A02:02. The binding affinity (normalized) is 0. (3) The binding affinity (normalized) is 0.945. The MHC is Mamu-B52 with pseudo-sequence Mamu-B52. The peptide sequence is VGNVYEKF. (4) The peptide sequence is DDALFIYGY. The MHC is HLA-A02:01 with pseudo-sequence HLA-A02:01. The binding affinity (normalized) is 0.0847. (5) The peptide sequence is RPKQAWCW. The MHC is Mamu-B52 with pseudo-sequence Mamu-B52. The binding affinity (normalized) is 0.312. (6) The peptide sequence is TTYVYTLPV. The MHC is HLA-C04:01 with pseudo-sequence HLA-C04:01. The binding affinity (normalized) is 0.213.